Predict the reaction yield, written as a fraction of the theoretical maximum amount of product (1.0 means a 100% yield; for example, 0.34 means a 34% yield). From a dataset of Reaction yield outcomes from USPTO patents with 853,638 reactions. The reactants are ClCC#N.[CH3:5][O:6][C:7]1[CH:8]=[C:9]([OH:13])[CH:10]=[CH:11][CH:12]=1.Cl.[O:15]1CCO[CH2:17][CH2:16]1. The catalyst is [Cl-].[Zn+2].[Cl-]. The product is [CH3:5][O:6][C:7]1[CH:12]=[CH:11][C:10]2[C:16](=[O:15])[CH2:17][O:13][C:9]=2[CH:8]=1. The yield is 0.548.